This data is from Reaction yield outcomes from USPTO patents with 853,638 reactions. The task is: Predict the reaction yield, written as a fraction of the theoretical maximum amount of product (1.0 means a 100% yield; for example, 0.34 means a 34% yield). The reactants are [NH2:1][C:2]1[C:7]([C:8]([OH:10])=O)=[C:6]([Br:11])[C:5]([F:12])=[CH:4][CH:3]=1.[C:13]([O:17][C:18]([N:20]1[CH2:24][C@@H:23]([O:25][Si:26]([C:29]([CH3:32])([CH3:31])[CH3:30])([CH3:28])[CH3:27])[CH2:22][C@H:21]1[C:33](O)=O)=[O:19])([CH3:16])([CH3:15])[CH3:14].C1(OP(OC2C=CC=CC=2)OC2C=CC=CC=2)C=CC=CC=1.[NH2:58][C:59]1[CH:64]=[CH:63][CH:62]=[CH:61][CH:60]=1. The catalyst is N1C=CC=CC=1. The product is [Br:11][C:6]1[C:5]([F:12])=[CH:4][CH:3]=[C:2]2[C:7]=1[C:8](=[O:10])[N:58]([C:59]1[CH:64]=[CH:63][CH:62]=[CH:61][CH:60]=1)[C:33]([C@@H:21]1[CH2:22][C@H:23]([O:25][Si:26]([C:29]([CH3:31])([CH3:32])[CH3:30])([CH3:28])[CH3:27])[CH2:24][N:20]1[C:18]([O:17][C:13]([CH3:14])([CH3:16])[CH3:15])=[O:19])=[N:1]2. The yield is 0.350.